From a dataset of Catalyst prediction with 721,799 reactions and 888 catalyst types from USPTO. Predict which catalyst facilitates the given reaction. (1) Reactant: [OH:1][N:2]=[C:3]([C@@H:5]1[C@@H:12]2[C@@H:8]([O:9][C:10]([CH3:14])([CH3:13])[O:11]2)[C@H:7]([O:15][CH3:16])[O:6]1)[NH2:4].[C:17](O)(=O)[CH2:18][CH3:19].Cl.CN(C)CCCN=C=NCC. Product: [CH3:16][O:15][C@H:7]1[C@@H:8]2[O:9][C:10]([CH3:13])([CH3:14])[O:11][C@@H:12]2[C@@H:5]([C:3]2[N:4]=[C:17]([CH2:18][CH3:19])[O:1][N:2]=2)[O:6]1. The catalyst class is: 270. (2) Reactant: [H-].[Na+].[CH2:3]([O:5][C:6]([C:8]1[CH2:9][CH2:10][O:11][CH2:12][C:13]=1[OH:14])=[O:7])[CH3:4].[F:15][C:16]([F:29])([F:28])[S:17](O[S:17]([C:16]([F:29])([F:28])[F:15])(=[O:19])=[O:18])(=[O:19])=[O:18]. The catalyst class is: 28. Product: [CH2:3]([O:5][C:6]([C:8]1[CH2:9][CH2:10][O:11][CH2:12][C:13]=1[O:14][S:17]([C:16]([F:29])([F:28])[F:15])(=[O:19])=[O:18])=[O:7])[CH3:4].